From a dataset of Forward reaction prediction with 1.9M reactions from USPTO patents (1976-2016). Predict the product of the given reaction. (1) Given the reactants [CH:1]([C:4]1[CH:5]=[C:6]([C:14]2[N:15]=[C:16]([CH2:19][CH2:20][C:21]([O:23]C)=[O:22])[O:17][CH:18]=2)[CH:7]=[C:8]([C:10]([F:13])([F:12])[F:11])[CH:9]=1)([CH3:3])[CH3:2].ClC1C=C(C2N=C(CCC(O)=O)OC=2)C=C(C(F)(F)F)C=1, predict the reaction product. The product is: [CH:1]([C:4]1[CH:5]=[C:6]([C:14]2[N:15]=[C:16]([CH2:19][CH2:20][C:21]([OH:23])=[O:22])[O:17][CH:18]=2)[CH:7]=[C:8]([C:10]([F:12])([F:13])[F:11])[CH:9]=1)([CH3:3])[CH3:2]. (2) The product is: [Cl:22][C:14]1[C:15]([F:21])=[CH:16][CH:17]=[C:18]([O:19][CH3:20])[C:13]=1[C@H:11]([C:10]1[C:4]2[C:5](=[N:6][CH:7]=[C:2]([C:33]3[C:32]([CH3:45])=[N:31][N:30]([CH2:29][C@@H:27]([OH:28])[CH2:26][OH:25])[C:34]=3[CH3:35])[CH:3]=2)[NH:8][CH:9]=1)[CH3:12].[ClH:54]. Given the reactants Br[C:2]1[CH:3]=[C:4]2[C:10]([C@@H:11]([C:13]3[C:18]([O:19][CH3:20])=[CH:17][CH:16]=[C:15]([F:21])[C:14]=3[Cl:22])[CH3:12])=[CH:9][NH:8][C:5]2=[N:6][CH:7]=1.CC1(C)[O:28][C@H:27]([CH2:29][N:30]2[C:34]([CH3:35])=[C:33](B3OC(C)(C)C(C)(C)O3)[C:32]([CH3:45])=[N:31]2)[CH2:26][O:25]1.C([O-])([O-])=O.[K+].[K+].O.[ClH:54].CCOCC, predict the reaction product.